From a dataset of Peptide-MHC class II binding affinity with 134,281 pairs from IEDB. Regression. Given a peptide amino acid sequence and an MHC pseudo amino acid sequence, predict their binding affinity value. This is MHC class II binding data. (1) The peptide sequence is GKMYFNLIDTKCY. The MHC is DRB1_1501 with pseudo-sequence DRB1_1501. The binding affinity (normalized) is 0. (2) The binding affinity (normalized) is 0. The MHC is DRB1_1101 with pseudo-sequence DRB1_1101. The peptide sequence is EEDIEIIPIQEEEY.